Task: Predict which catalyst facilitates the given reaction.. Dataset: Catalyst prediction with 721,799 reactions and 888 catalyst types from USPTO (1) Reactant: Cl[C:2]1[CH:23]=[CH:22][C:5]([C:6]([NH:8][C:9]2[CH:14]=[CH:13][C:12]([Cl:15])=[C:11]([C:16]3[CH:21]=[CH:20][CH:19]=[CH:18][N:17]=3)[CH:10]=2)=[O:7])=[C:4]([CH3:24])[N:3]=1.[CH3:25][CH:26]1[O:31][CH:30]([CH3:32])[CH2:29][NH:28][CH2:27]1. Product: [Cl:15][C:12]1[CH:13]=[CH:14][C:9]([NH:8][C:6](=[O:7])[C:5]2[CH:22]=[CH:23][C:2]([N:28]3[CH2:27][CH:26]([CH3:25])[O:31][CH:30]([CH3:32])[CH2:29]3)=[N:3][C:4]=2[CH3:24])=[CH:10][C:11]=1[C:16]1[CH:21]=[CH:20][CH:19]=[CH:18][N:17]=1. The catalyst class is: 51. (2) Reactant: [CH3:1][O:2][C:3]([C:5]1[CH:14]=[C:13]([C:15]([O:17][CH3:18])=[O:16])[C:12]2[C:7](=[C:8]([O:27]C)[CH:9]=[C:10]3[CH:21]=[C:20]([C:22]([O:24][CH2:25][CH3:26])=[O:23])[NH:19][C:11]3=2)[N:6]=1)=[O:4].[N+]([O-])([O-])=[O:30].[NH4+].C(#N)C. Product: [CH3:1][O:2][C:3]([C:5]1[CH:14]=[C:13]([C:15]([O:17][CH3:18])=[O:16])[C:12]2[C:11]3[NH:19][C:20]([C:22]([O:24][CH2:25][CH3:26])=[O:23])=[CH:21][C:10]=3[C:9](=[O:30])[C:8](=[O:27])[C:7]=2[N:6]=1)=[O:4]. The catalyst class is: 6.